The task is: Predict the product of the given reaction.. This data is from Forward reaction prediction with 1.9M reactions from USPTO patents (1976-2016). (1) Given the reactants Br[C:2]1[CH:3]=[CH:4][C:5]([C:8]2([F:12])[CH2:11][O:10][CH2:9]2)=[N:6][CH:7]=1.B1(B2OC(C)(C)C(C)(C)O2)OC(C)(C)C(C)(C)O1.C([O-])(=O)C.[K+].ClCCl.[Cl:39][CH:40]([Cl:59])[C:41]([N:43]1[C@H:47]([CH2:48][F:49])[C@@H:46]([C:50]2[CH:55]=[CH:54][C:53](I)=[CH:52][CH:51]=2)[O:45][C:44]1([CH3:58])[CH3:57])=[O:42].C(=O)([O-])[O-].[Na+].[Na+], predict the reaction product. The product is: [Cl:59][CH:40]([Cl:39])[C:41]([N:43]1[C@H:47]([CH2:48][F:49])[C@@H:46]([C:50]2[CH:55]=[CH:54][C:53]([C:2]3[CH:3]=[CH:4][C:5]([C:8]4([F:12])[CH2:11][O:10][CH2:9]4)=[N:6][CH:7]=3)=[CH:52][CH:51]=2)[O:45][C:44]1([CH3:57])[CH3:58])=[O:42]. (2) Given the reactants [NH:1]1[CH2:6][CH2:5][CH:4]([NH2:7])[CH2:3][CH2:2]1.C1(S([N:17]2[C:21]3=[N:22][CH:23]=[CH:24][CH:25]=[C:20]3[C:19]([C:26]3[CH:31]=[CH:30][N:29]=[C:28](Cl)[N:27]=3)=[CH:18]2)(=O)=O)C=CC=CC=1, predict the reaction product. The product is: [NH:17]1[C:21]2=[N:22][CH:23]=[CH:24][CH:25]=[C:20]2[C:19]([C:26]2[CH:31]=[CH:30][N:29]=[C:28]([N:1]3[CH2:6][CH2:5][CH:4]([NH2:7])[CH2:3][CH2:2]3)[N:27]=2)=[CH:18]1. (3) Given the reactants [Cl-].O[NH3+:3].[C:4](=[O:7])([O-])[OH:5].[Na+].CS(C)=O.[F:13][C:14]1[CH:15]=[C:16]([C:40]2[C:41]([C:46]#[N:47])=[CH:42][CH:43]=[CH:44][CH:45]=2)[CH:17]=[CH:18][C:19]=1[CH2:20][C:21]1[C:22](=[O:39])[N:23]([CH:33]2[CH2:38][CH2:37][CH2:36][O:35][CH2:34]2)[C:24]2[N:25]([N:30]=[CH:31][N:32]=2)[C:26]=1[CH2:27][CH2:28][CH3:29], predict the reaction product. The product is: [F:13][C:14]1[CH:15]=[C:16]([C:40]2[CH:45]=[CH:44][CH:43]=[CH:42][C:41]=2[C:46]2[NH:3][C:4](=[O:7])[O:5][N:47]=2)[CH:17]=[CH:18][C:19]=1[CH2:20][C:21]1[C:22](=[O:39])[N:23]([CH:33]2[CH2:38][CH2:37][CH2:36][O:35][CH2:34]2)[C:24]2[N:25]([N:30]=[CH:31][N:32]=2)[C:26]=1[CH2:27][CH2:28][CH3:29]. (4) Given the reactants [F:1][C:2]1[C:3]([N:14]=P(C2C=CC=CC=2)(C2C=CC=CC=2)C2C=CC=CC=2)=[C:4](/[CH:8]=[CH:9]/[C:10]([O:12][CH3:13])=[O:11])[CH:5]=[CH:6][CH:7]=1.[N:34]([C:37]1[CH:42]=[C:41]([C:43]([F:46])([F:45])[F:44])[CH:40]=[CH:39][C:38]=1[O:47][CH3:48])=[C:35]=O.[CH3:49][C:50]1[CH:51]=[CH:52][C:53]2[CH:54]=[C:55]3[CH2:62][NH:61][CH2:60][CH2:59][N:56]3[C:57]=2[CH:58]=1, predict the reaction product. The product is: [F:1][C:2]1[CH:7]=[CH:6][CH:5]=[C:4]2[C:3]=1[N:14]=[C:35]([N:61]1[CH2:60][CH2:59][N:56]3[C:57]4[CH:58]=[C:50]([CH3:49])[CH:51]=[CH:52][C:53]=4[CH:54]=[C:55]3[CH2:62]1)[N:34]([C:37]1[CH:42]=[C:41]([C:43]([F:46])([F:45])[F:44])[CH:40]=[CH:39][C:38]=1[O:47][CH3:48])[CH:8]2[CH2:9][C:10]([O:12][CH3:13])=[O:11]. (5) The product is: [ClH:28].[CH3:4][C:2]([C:5]1[NH:27][C:8]2=[N:9][CH:10]=[CH:11][C:12]([C:13]3[CH:14]=[N:15][C:16]([S:19]([N:22]4[CH2:26][CH2:25][CH2:24][CH2:23]4)(=[O:20])=[O:21])=[CH:17][CH:18]=3)=[C:7]2[CH:6]=1)([CH3:1])[CH3:3]. Given the reactants [CH3:1][C:2]([C:5]1[NH:27][C:8]2=[N:9][CH:10]=[CH:11][C:12]([C:13]3[CH:14]=[N:15][C:16]([S:19]([N:22]4[CH2:26][CH2:25][CH2:24][CH2:23]4)(=[O:21])=[O:20])=[CH:17][CH:18]=3)=[C:7]2[CH:6]=1)([CH3:4])[CH3:3].[ClH:28], predict the reaction product.